This data is from Catalyst prediction with 721,799 reactions and 888 catalyst types from USPTO. The task is: Predict which catalyst facilitates the given reaction. (1) Reactant: [Cl:1][C:2]1[CH:3]=[C:4]([NH:9][C:10]([N:12]2[CH2:17][CH2:16][N:15]([C:18]([CH:20]3[O:25][CH2:24][CH2:23][NH:22][CH2:21]3)=[O:19])[CH2:14][CH2:13]2)=[O:11])[CH:5]=[CH:6][C:7]=1[Cl:8].[CH:26]1[CH:31]=[CH:30][C:29]([CH2:32][CH:33]=O)=[CH:28][CH:27]=1.[BH-](OC(C)=O)(OC(C)=O)OC(C)=O.[Na+]. Product: [Cl:1][C:2]1[CH:3]=[C:4]([NH:9][C:10]([N:12]2[CH2:17][CH2:16][N:15]([C:18]([CH:20]3[O:25][CH2:24][CH2:23][N:22]([CH2:33][CH2:32][C:29]4[CH:30]=[CH:31][CH:26]=[CH:27][CH:28]=4)[CH2:21]3)=[O:19])[CH2:14][CH2:13]2)=[O:11])[CH:5]=[CH:6][C:7]=1[Cl:8]. The catalyst class is: 4. (2) Reactant: [CH3:1][C:2]1[CH:6]=[CH:5][S:4][C:3]=1[CH2:7][OH:8].[H-].[Na+].I[CH3:12]. Product: [CH3:12][O:8][CH2:7][C:3]1[S:4][CH:5]=[CH:6][C:2]=1[CH3:1]. The catalyst class is: 7. (3) Reactant: [F:1][CH:2]([F:15])[C:3]1([C:9]([O:11]C(C)C)=[O:10])[CH2:6][C:5]([F:8])([F:7])[CH2:4]1.[OH-].[Na+]. Product: [F:15][CH:2]([F:1])[C:3]1([C:9]([OH:11])=[O:10])[CH2:6][C:5]([F:7])([F:8])[CH2:4]1. The catalyst class is: 40. (4) Reactant: [Cl:1][C:2]1[N:7]=[C:6]([CH2:8][OH:9])[CH:5]=[N:4][CH:3]=1.CC(OI1(OC(C)=O)(OC(C)=O)OC(=O)C2C=CC=CC1=2)=O. Product: [Cl:1][C:2]1[N:7]=[C:6]([CH:8]=[O:9])[CH:5]=[N:4][CH:3]=1. The catalyst class is: 2. (5) Reactant: [Cl:1][C:2]1[CH:7]=[CH:6][C:5]([CH2:8][C:9]2[C:18]3[C:13](=[CH:14][CH:15]=[CH:16][CH:17]=3)[C:12](=[O:19])[N:11]([CH2:20][C@H:21]3[CH2:25][CH2:24][CH2:23][N:22]3[CH2:26][CH:27]([CH3:32])[C:28]([O:30]C)=[O:29])[N:10]=2)=[CH:4][CH:3]=1.[OH-].[Na+].Cl. Product: [CH:28]([OH:30])=[O:29].[Cl:1][C:2]1[CH:7]=[CH:6][C:5]([CH2:8][C:9]2[C:18]3[C:13](=[CH:14][CH:15]=[CH:16][CH:17]=3)[C:12](=[O:19])[N:11]([CH2:20][C@H:21]3[CH2:25][CH2:24][CH2:23][N:22]3[CH2:26][CH:27]([CH3:32])[C:28]([OH:30])=[O:29])[N:10]=2)=[CH:4][CH:3]=1. The catalyst class is: 5.